The task is: Predict the reaction yield, written as a fraction of the theoretical maximum amount of product (1.0 means a 100% yield; for example, 0.34 means a 34% yield).. This data is from Reaction yield outcomes from USPTO patents with 853,638 reactions. (1) The reactants are [NH:1]1[CH:5]=[C:4]([C:6]2[C:7]([NH2:13])=[N:8][C:9]([NH2:12])=[CH:10][CH:11]=2)[CH:3]=[N:2]1.[H-].[Na+].[CH2:16]([O:23][C:24]1[CH:29]=[CH:28][C:27]([CH2:30]Cl)=[CH:26][N:25]=1)[C:17]1[CH:22]=[CH:21][CH:20]=[CH:19][CH:18]=1. The catalyst is CN(C)C=O. The product is [CH2:16]([O:23][C:24]1[N:25]=[CH:26][C:27]([CH2:30][N:1]2[CH:5]=[C:4]([C:6]3[C:7]([NH2:13])=[N:8][C:9]([NH2:12])=[CH:10][CH:11]=3)[CH:3]=[N:2]2)=[CH:28][CH:29]=1)[C:17]1[CH:18]=[CH:19][CH:20]=[CH:21][CH:22]=1. The yield is 0.430. (2) The reactants are Br[C:2]1[CH:7]=[C:6]([O:8][CH3:9])[CH:5]=[C:4]([O:10][CH3:11])[CH:3]=1.[Cl:12][C:13]1[N:18]=[C:17]([NH2:19])[C:16]([CH3:20])=[CH:15][N:14]=1.CC1(C)C2C(=C(P(C3C=CC=CC=3)C3C=CC=CC=3)C=CC=2)OC2C(P(C3C=CC=CC=3)C3C=CC=CC=3)=CC=CC1=2.CC(C)([O-])C.[K+]. The catalyst is O1CCOCC1.CN(C=O)C.CC([O-])=O.CC([O-])=O.[Pd+2]. The product is [Cl:12][C:13]1[N:18]=[C:17]([NH:19][C:2]2[CH:7]=[C:6]([O:8][CH3:9])[CH:5]=[C:4]([O:10][CH3:11])[CH:3]=2)[C:16]([CH3:20])=[CH:15][N:14]=1. The yield is 0.330. (3) The reactants are [F:1][C:2]1[CH:7]=[CH:6][C:5]([OH:8])=[CH:4][CH:3]=1.[C:9]1([CH:15](O)[CH2:16][CH2:17][N:18]2[CH2:23][CH2:22][N:21]([C:24]3[CH:29]=[CH:28][CH:27]=[CH:26][CH:25]=3)[CH2:20][CH2:19]2)[CH:14]=[CH:13][CH:12]=[CH:11][CH:10]=1.C1(P(C2C=CC=CC=2)C2C=CC=CC=2)C=CC=CC=1.N(C(OC(C)C)=O)=NC(OC(C)C)=O. The catalyst is C1COCC1. The yield is 0.290. The product is [F:1][C:2]1[CH:7]=[CH:6][C:5]([O:8][CH:15]([C:9]2[CH:14]=[CH:13][CH:12]=[CH:11][CH:10]=2)[CH2:16][CH2:17][N:18]2[CH2:23][CH2:22][N:21]([C:24]3[CH:29]=[CH:28][CH:27]=[CH:26][CH:25]=3)[CH2:20][CH2:19]2)=[CH:4][CH:3]=1. (4) The reactants are [NH:1]1[C:5]2[CH:6]=[CH:7][CH:8]=[CH:9][C:4]=2[N:3]=[N:2]1.[OH-].[Na+].[Cl:12][CH2:13][CH2:14][CH2:15]Br. The catalyst is [Br-].C([N+](CCCC)(CCCC)CCCC)CCC.ClCCl. The yield is 0.820. The product is [Cl:12][CH2:13][CH2:14][CH2:15][N:1]1[C:5]2[CH:6]=[CH:7][CH:8]=[CH:9][C:4]=2[N:3]=[N:2]1. (5) The reactants are COC1C=C(OC)C=CC=1C[N:6]([C:12]1[CH:17]=[C:16]([I:18])[C:15]([CH3:19])=[CH:14][N:13]=1)[C:7]([CH:9]1[CH2:11][CH2:10]1)=[O:8].C(O)(C(F)(F)F)=O. The catalyst is C(Cl)Cl. The product is [I:18][C:16]1[C:15]([CH3:19])=[CH:14][N:13]=[C:12]([NH:6][C:7]([CH:9]2[CH2:11][CH2:10]2)=[O:8])[CH:17]=1. The yield is 0.750. (6) The reactants are [CH3:1][N:2]1[CH2:17][CH2:16][C@@:4]2([N:8]=[C:7]([C:9]3[CH:14]=[CH:13][CH:12]=[C:11]([CH3:15])[N:10]=3)[CH2:6][CH2:5]2)[C:3]1=[O:18].C(C1C=CN=C(C2C=C(C(C)(C)C)C=CN=2)C=1)(C)(C)C.C(=O)([O-])[O-].[Na+].[Na+].Br[C:46]1[CH:51]=[CH:50][C:49]([F:52])=[CH:48][CH:47]=1. The catalyst is O.C[OH2+].C[OH2+].C1CC=CCCC=C1.C1CC=CCCC=C1.[Ir].[Ir]. The product is [F:52][C:49]1[CH:50]=[CH:51][C:46]([C:13]2[CH:12]=[C:11]([CH3:15])[N:10]=[C:9]([C:7]3[CH2:6][CH2:5][C@:4]4([CH2:16][CH2:17][N:2]([CH3:1])[C:3]4=[O:18])[N:8]=3)[CH:14]=2)=[CH:47][CH:48]=1. The yield is 0.469. (7) The reactants are [Cl:1][C:2]1[CH:7]=[CH:6][C:5]([C:8]2[CH:9]=[C:10]3[C:16]([C:17]([C:19]4[C:20]([F:33])=[C:21]([NH:26][S:27]([CH2:30][CH2:31][CH3:32])(=[O:29])=[O:28])[CH:22]=[CH:23][C:24]=4[F:25])=[O:18])=[CH:15][NH:14][C:11]3=[N:12][CH:13]=2)=[CH:4][CH:3]=1.[C:34](Cl)(=[O:41])[C:35]1[CH:40]=[CH:39][CH:38]=[CH:37][CH:36]=1.C(N(CC)CC)C. The catalyst is O1CCOCC1. The product is [Cl:1][C:2]1[CH:7]=[CH:6][C:5]([C:8]2[CH:9]=[C:10]3[C:16]([C:17]([C:19]4[C:20]([F:33])=[C:21]([N:26]([S:27]([CH2:30][CH2:31][CH3:32])(=[O:28])=[O:29])[C:34](=[O:41])[C:35]5[CH:40]=[CH:39][CH:38]=[CH:37][CH:36]=5)[CH:22]=[CH:23][C:24]=4[F:25])=[O:18])=[CH:15][NH:14][C:11]3=[N:12][CH:13]=2)=[CH:4][CH:3]=1. The yield is 0.550. (8) The reactants are [CH2:1]([O:3][C:4]([C:6]1[CH:11]=[CH:10][C:9](=[O:12])[NH:8][CH:7]=1)=[O:5])[CH3:2].[CH3:13][O:14][CH2:15][CH2:16]Br.[OH-].[K+]. The catalyst is C(O)C. The product is [CH2:1]([O:3][C:4]([C:6]1[CH:11]=[CH:10][C:9](=[O:12])[N:8]([CH2:16][CH2:15][O:14][CH3:13])[CH:7]=1)=[O:5])[CH3:2]. The yield is 0.270. (9) The reactants are [CH3:1][O:2][C:3](=[O:19])[C:4]1[CH:9]=[C:8](I)[C:7]([C:11]([F:14])([F:13])[F:12])=[CH:6][C:5]=1[NH:15][C:16](=[O:18])[CH3:17].[CH2:20]([Sn](CCCC)(CCCC)C=C)[CH2:21]CC.O.O.[F-].[K+]. The catalyst is C1(C)C=CC=CC=1.[Pd].C1(P(C2C=CC=CC=2)C2C=CC=CC=2)C=CC=CC=1.C1(P(C2C=CC=CC=2)C2C=CC=CC=2)C=CC=CC=1.C1(P(C2C=CC=CC=2)C2C=CC=CC=2)C=CC=CC=1.C1(P(C2C=CC=CC=2)C2C=CC=CC=2)C=CC=CC=1. The product is [CH3:1][O:2][C:3](=[O:19])[C:4]1[CH:9]=[C:8]([CH:20]=[CH2:21])[C:7]([C:11]([F:14])([F:13])[F:12])=[CH:6][C:5]=1[NH:15][C:16](=[O:18])[CH3:17]. The yield is 0.750.